Task: Predict the reactants needed to synthesize the given product.. Dataset: Full USPTO retrosynthesis dataset with 1.9M reactions from patents (1976-2016) (1) Given the product [CH3:1][C:2]1[CH:7]=[CH:6][C:5]([C:8]2[O:9][C:10]([CH3:13])=[N:11][N:12]=2)=[CH:4][C:3]=1[C:14]1[CH:15]=[CH:16][C:17]([C:20]([NH:23][C:24]2[CH:29]=[CH:28][CH:27]=[CH:26][C:25]=2[C:30]2[CH:35]=[CH:34][C:33]([S:36](=[O:38])(=[O:37])[NH2:39])=[CH:32][CH:31]=2)=[O:21])=[CH:18][CH:19]=1, predict the reactants needed to synthesize it. The reactants are: [CH3:1][C:2]1[CH:7]=[CH:6][C:5]([C:8]2[O:9][C:10]([CH3:13])=[N:11][N:12]=2)=[CH:4][C:3]=1[C:14]1[CH:19]=[CH:18][C:17]([C:20](O)=[O:21])=[CH:16][CH:15]=1.[NH2:23][C:24]1[CH:29]=[CH:28][CH:27]=[CH:26][C:25]=1[C:30]1[CH:35]=[CH:34][C:33]([S:36]([NH2:39])(=[O:38])=[O:37])=[CH:32][CH:31]=1. (2) Given the product [CH:3]1([CH:6]([OH:7])[C:8]2[N:12]([CH3:13])[C:11]3[CH:14]=[C:15]([N:18]4[CH:23]=[CH:22][C:21]([O:24][CH2:25][C:26]5[CH:31]=[CH:30][C:29]([F:32])=[CH:28][CH:27]=5)=[CH:20][C:19]4=[O:33])[CH:16]=[CH:17][C:10]=3[N:9]=2)[CH2:5][CH2:4]1, predict the reactants needed to synthesize it. The reactants are: [BH4-].[Na+].[CH:3]1([C:6]([C:8]2[N:12]([CH3:13])[C:11]3[CH:14]=[C:15]([N:18]4[CH:23]=[CH:22][C:21]([O:24][CH2:25][C:26]5[CH:31]=[CH:30][C:29]([F:32])=[CH:28][CH:27]=5)=[CH:20][C:19]4=[O:33])[CH:16]=[CH:17][C:10]=3[N:9]=2)=[O:7])[CH2:5][CH2:4]1.CO. (3) Given the product [CH3:27][CH:23]1[CH2:24][CH2:25][CH2:26][N:22]1[CH2:21][CH2:20][CH2:19][O:18][C:15]1[CH:14]=[CH:13][C:12]([N:11]2[C:10](=[O:28])[CH2:9][CH2:8][C@H:7]2[CH2:6][NH:5][C:1](=[O:3])[CH3:2])=[CH:17][CH:16]=1, predict the reactants needed to synthesize it. The reactants are: [C:1](Cl)(=[O:3])[CH3:2].[NH2:5][CH2:6][C@H:7]1[N:11]([C:12]2[CH:17]=[CH:16][C:15]([O:18][CH2:19][CH2:20][CH2:21][N:22]3[CH2:26][CH2:25][CH2:24][CH:23]3[CH3:27])=[CH:14][CH:13]=2)[C:10](=[O:28])[CH2:9][CH2:8]1.